Dataset: Full USPTO retrosynthesis dataset with 1.9M reactions from patents (1976-2016). Task: Predict the reactants needed to synthesize the given product. (1) Given the product [CH3:38][O:37][C:32]1[CH:33]=[CH:34][CH:35]=[CH:36][C:31]=1[O:30][C:26]1[CH:25]=[C:24]([CH:29]=[CH:28][CH:27]=1)[CH2:23][N:20]1[CH2:21][CH2:22][CH:17]([N:5]([CH2:4][C:3]([OH:39])=[O:2])[C:6](=[O:16])[CH:7]([C:10]2[CH:11]=[CH:12][CH:13]=[CH:14][CH:15]=2)[CH2:8][CH3:9])[CH2:18][CH2:19]1, predict the reactants needed to synthesize it. The reactants are: C[O:2][C:3](=[O:39])[CH2:4][N:5]([CH:17]1[CH2:22][CH2:21][N:20]([CH2:23][C:24]2[CH:29]=[CH:28][CH:27]=[C:26]([O:30][C:31]3[CH:36]=[CH:35][CH:34]=[CH:33][C:32]=3[O:37][CH3:38])[CH:25]=2)[CH2:19][CH2:18]1)[C:6](=[O:16])[CH:7]([C:10]1[CH:15]=[CH:14][CH:13]=[CH:12][CH:11]=1)[CH2:8][CH3:9].[OH-].[Li+].O.CC#N. (2) The reactants are: [F:1][C:2]1[CH:7]=[CH:6][C:5]([N:8]2[C:12]3[C:13]4[CH:14]=[CH:15][N:16]=[CH:17][C:18]=4[CH2:19][CH2:20][C:11]=3[C:10]([C:21]([O:23][CH3:24])=[O:22])=[N:9]2)=[CH:4][CH:3]=1.O=P12OP3(OP(OP(O3)(O1)=O)(=O)O2)=O.[Br:39]Br.N. Given the product [Br:39][C:19]1[CH:20]=[C:11]2[C:10]([C:21]([O:23][CH3:24])=[O:22])=[N:9][N:8]([C:5]3[CH:6]=[CH:7][C:2]([F:1])=[CH:3][CH:4]=3)[C:12]2=[C:13]2[C:18]=1[CH:17]=[N:16][CH:15]=[CH:14]2, predict the reactants needed to synthesize it. (3) Given the product [CH2:1]([N:3]([CH2:36][CH3:37])[CH2:4][CH2:5][CH2:6][NH:7][C:8]1[N:9]=[C:10]([C:27]2[CH:28]=[C:29]([CH:33]=[CH:34][CH:35]=2)[C:30]([NH:73][C:69]([CH3:72])([CH3:71])[CH3:70])=[O:32])[C:11]2[CH:17]=[CH:16][C:15](=[O:18])[N:14]([C:19]3[C:24]([F:25])=[CH:23][CH:22]=[CH:21][C:20]=3[F:26])[C:12]=2[N:13]=1)[CH3:2], predict the reactants needed to synthesize it. The reactants are: [CH2:1]([N:3]([CH2:36][CH3:37])[CH2:4][CH2:5][CH2:6][NH:7][C:8]1[N:9]=[C:10]([C:27]2[CH:28]=[C:29]([CH:33]=[CH:34][CH:35]=2)[C:30]([OH:32])=O)[C:11]2[CH:17]=[CH:16][C:15](=[O:18])[N:14]([C:19]3[C:24]([F:25])=[CH:23][CH:22]=[CH:21][C:20]=3[F:26])[C:12]=2[N:13]=1)[CH3:2].CN(C(ON1N=NC2C=CC=CC1=2)=[N+](C)C)C.F[P-](F)(F)(F)(F)F.C(N(CC)CC)C.[C:69]([NH2:73])([CH3:72])([CH3:71])[CH3:70]. (4) The reactants are: P([O-])([O-])([O-])=O.[Mg+2].[Cl-].[Cl-].[CH:9]1[CH:14]=[N+:13]([C@@H:15]2[O:19][C@H:18]([CH2:20][O:21][P:22]([O:25][P:26]([O:29][CH2:30][C@H:31]3[O:35][C@@H:34]([N:36]4[C:40]5[N:41]=[CH:42][N:43]=[C:44]([NH2:45])[C:39]=5[N:38]=[CH:37]4)[C@H:33]([O:46][P:47]([OH:50])([OH:49])=[O:48])[C@@H:32]3[OH:51])([OH:28])=[O:27])([OH:24])=[O:23])[C@@H:17]([OH:52])[C@H:16]2[OH:53])[CH:12]=[C:11]([C:54]([NH2:56])=[O:55])[CH:10]=1. Given the product [CH:42]1[N:43]=[C:44]([NH2:45])[C:39]2[N:38]=[CH:37][N:36]([C@@H:34]3[O:35][C@H:31]([CH2:30][O:29][P:26]([O:25][P:22]([O:21][CH2:20][C@H:18]4[O:19][C@@H:15]([N:13]5[CH:12]=[C:11]([C:54]([NH2:56])=[O:55])[CH2:10][CH:9]=[CH:14]5)[C@H:16]([OH:53])[C@@H:17]4[OH:52])([OH:24])=[O:23])([OH:28])=[O:27])[C@@H:32]([OH:51])[C@H:33]3[O:46][P:47]([OH:50])([OH:49])=[O:48])[C:40]=2[N:41]=1, predict the reactants needed to synthesize it.